The task is: Regression. Given a peptide amino acid sequence and an MHC pseudo amino acid sequence, predict their binding affinity value. This is MHC class I binding data.. This data is from Peptide-MHC class I binding affinity with 185,985 pairs from IEDB/IMGT. (1) The peptide sequence is LMTAISQGI. The MHC is HLA-A02:11 with pseudo-sequence HLA-A02:11. The binding affinity (normalized) is 1.00. (2) The peptide sequence is HPGSVNEFDF. The MHC is HLA-B54:01 with pseudo-sequence HLA-B54:01. The binding affinity (normalized) is 0.376. (3) The peptide sequence is GPSPSHKSV. The MHC is HLA-B15:01 with pseudo-sequence HLA-B15:01. The binding affinity (normalized) is 0.0847. (4) The peptide sequence is NQGQYMNTPW. The MHC is Mamu-B52 with pseudo-sequence Mamu-B52. The binding affinity (normalized) is 0.632.